This data is from Forward reaction prediction with 1.9M reactions from USPTO patents (1976-2016). The task is: Predict the product of the given reaction. (1) Given the reactants C(C1C=C(C2C=CC=CC=2OCC2C=CC=CC=2)N(C2C=C(C=CC=2)C(O)=O)N=1)(O)=O.C[O:33][C:34]([C:36]1[CH:40]=[C:39]([C:41]2[CH:46]=[C:45]([Cl:47])[CH:44]=[CH:43][C:42]=2[O:48][CH2:49][C:50]2[CH:55]=[CH:54][CH:53]=[CH:52][CH:51]=2)[N:38]([C:56]2[CH:57]=[C:58]([CH:62]=[CH:63][CH:64]=2)[C:59]([OH:61])=[O:60])[N:37]=1)=[O:35], predict the reaction product. The product is: [C:34]([C:36]1[CH:40]=[C:39]([C:41]2[CH:46]=[C:45]([Cl:47])[CH:44]=[CH:43][C:42]=2[O:48][CH2:49][C:50]2[CH:51]=[CH:52][CH:53]=[CH:54][CH:55]=2)[N:38]([C:56]2[CH:57]=[C:58]([CH:62]=[CH:63][CH:64]=2)[C:59]([OH:61])=[O:60])[N:37]=1)([OH:35])=[O:33]. (2) Given the reactants [O:1]1[CH2:6][CH2:5][N:4]([C:7]2[C:8]3[S:21][C:20]([C:22]([OH:24])=O)=[CH:19][C:9]=3[N:10]=[C:11](C3C=NC=CC=3)[N:12]=2)[CH2:3][CH2:2]1.ON1C2N=CC=CC=2N=N1.F[P-](F)(F)(F)(F)F.C[N+](C)=C(N(C)C)O.C(N(CC)C(C)C)(C)C.[Cl-:59].[NH4+:60], predict the reaction product. The product is: [Cl:59][C:11]1[N:12]=[C:7]([N:4]2[CH2:5][CH2:6][O:1][CH2:2][CH2:3]2)[C:8]2[S:21][C:20]([C:22]([NH2:60])=[O:24])=[CH:19][C:9]=2[N:10]=1.